Task: Predict the reactants needed to synthesize the given product.. Dataset: Full USPTO retrosynthesis dataset with 1.9M reactions from patents (1976-2016) (1) Given the product [C:1]([O:5][C:6]([NH:7][C@H:8]([C:10]1[CH:11]=[C:12]([CH:13]=[CH:14][CH:15]=1)[C:6]([O:5][CH3:1])=[O:17])[CH3:9])=[O:17])([CH3:4])([CH3:3])[CH3:2], predict the reactants needed to synthesize it. The reactants are: [C:1]([O:5][C:6](=[O:17])[NH:7][C@H:8]([C:10]1[CH:15]=[CH:14][CH:13]=[C:12](Br)[CH:11]=1)[CH3:9])([CH3:4])([CH3:3])[CH3:2].C1(P(C2C=CC=CC=2)CCCP(C2C=CC=CC=2)C2C=CC=CC=2)C=CC=CC=1.C(N(CC)CC)C.[C]=O. (2) The reactants are: [C:1]([NH:8][C:9]([O:11][C:12]([CH3:15])([CH3:14])[CH3:13])=[O:10])([O:3][C:4]([CH3:7])([CH3:6])[CH3:5])=[O:2].CC(C)([O-])C.[K+].Cl[CH2:23][C:24]1[S:28][CH:27]=[C:26]([C:29]([O:31][CH3:32])=[O:30])[CH:25]=1.O. Given the product [C:12]([O:11][C:9]([N:8]([CH2:23][C:24]1[S:28][CH:27]=[C:26]([C:29]([O:31][CH3:32])=[O:30])[CH:25]=1)[C:1]([O:3][C:4]([CH3:6])([CH3:7])[CH3:5])=[O:2])=[O:10])([CH3:15])([CH3:14])[CH3:13], predict the reactants needed to synthesize it. (3) Given the product [O:1]1[CH2:6][CH2:5][CH:4]([NH:7][C:28]2[N:27]=[C:26]([C:19]3[C:20]4[C:21](=[N:22][CH:23]=[CH:24][CH:25]=4)[NH:17][CH:18]=3)[CH:31]=[CH:30][N:29]=2)[CH2:3][CH2:2]1, predict the reactants needed to synthesize it. The reactants are: [O:1]1[CH2:6][CH2:5][CH:4]([NH2:7])[CH2:3][CH2:2]1.C1(S([N:17]2[C:21]3=[N:22][CH:23]=[CH:24][CH:25]=[C:20]3[C:19]([C:26]3[CH:31]=[CH:30][N:29]=[C:28](Cl)[N:27]=3)=[CH:18]2)(=O)=O)C=CC=CC=1. (4) The reactants are: [C:1]1([C:7]2[CH:8]=[CH:9][C:10]3[N:11]([C:13]([CH2:16][NH:17][C:18]4[CH:23]=[CH:22][N:21]=[CH:20][C:19]=4[NH2:24])=[N:14][N:15]=3)[N:12]=2)[CH:6]=[CH:5][CH:4]=[CH:3][CH:2]=1.[CH:25](OCC)(OCC)OCC.CC1C=CC(S(O)(=O)=O)=CC=1. Given the product [N:17]1([CH2:16][C:13]2[N:11]3[N:12]=[C:7]([C:1]4[CH:2]=[CH:3][CH:4]=[CH:5][CH:6]=4)[CH:8]=[CH:9][C:10]3=[N:15][N:14]=2)[C:18]2[CH:23]=[CH:22][N:21]=[CH:20][C:19]=2[N:24]=[CH:25]1, predict the reactants needed to synthesize it. (5) Given the product [CH2:1]([C@:3]1([OH:22])[C:15]2[CH:14]=[C:13]3[N:9]([CH2:10][CH2:11][C:12]3=[O:16])[C:8](=[O:20])[C:7]=2[CH2:6][O:5][C:4]1=[O:21])[CH3:2], predict the reactants needed to synthesize it. The reactants are: [CH2:1]([C@:3]1([OH:22])[C:15]2[CH:14]=[C:13]3[N:9]([CH2:10][CH2:11][C:12]43OCC[O:16]4)[C:8](=[O:20])[C:7]=2[CH2:6][O:5][C:4]1=[O:21])[CH3:2].FC(F)(F)C(O)=O. (6) Given the product [NH:5]1[CH:6]=[CH:7][CH:8]=[C:3]1[C:2]([O:12][CH2:10][CH3:11])=[O:4], predict the reactants needed to synthesize it. The reactants are: [Na].[CH2:2]([OH:4])[CH3:3].[NH:5]1C=[CH:8][CH:7]=[CH:6]1.[CH2:10]([O:12]CC)[CH3:11]. (7) Given the product [CH3:1][O:2][CH2:3][CH2:4][O:5][CH2:6][CH2:7][O:8][C:21]([O:23][CH:24]([N:28]1[N:32]=[C:31]([C:33]([O:35][CH2:36][CH3:37])=[O:34])[C:30]([C:38](=[O:52])[C:39]2[CH:44]=[C:43]([O:45][CH3:46])[C:42]([O:47][CH3:48])=[CH:41][C:40]=2[N+:49]([O-:51])=[O:50])=[N:29]1)[CH:25]([CH3:27])[CH3:26])=[O:22], predict the reactants needed to synthesize it. The reactants are: [CH3:1][O:2][CH2:3][CH2:4][O:5][CH2:6][CH2:7][OH:8].FC(F)(F)C(O)=O.N1([C:21]([O:23][CH:24]([N:28]2[N:32]=[C:31]([C:33]([O:35][CH2:36][CH3:37])=[O:34])[C:30]([C:38](=[O:52])[C:39]3[CH:44]=[C:43]([O:45][CH3:46])[C:42]([O:47][CH3:48])=[CH:41][C:40]=3[N+:49]([O-:51])=[O:50])=[N:29]2)[CH:25]([CH3:27])[CH3:26])=[O:22])C=CN=C1. (8) Given the product [Cl:30][C:28]1[CH:27]=[CH:26][C:19]([O:20][C@@H:21]([CH3:25])[C:22]([OH:24])=[O:23])=[C:18]([C:2]2[CH:7]=[N:6][C:5]([N:8]([CH3:13])[S:9]([CH3:12])(=[O:11])=[O:10])=[CH:4][C:3]=2[CH3:14])[CH:29]=1, predict the reactants needed to synthesize it. The reactants are: Br[C:2]1[C:3]([CH3:14])=[CH:4][C:5]([N:8]([CH3:13])[S:9]([CH3:12])(=[O:11])=[O:10])=[N:6][CH:7]=1.B([C:18]1[CH:29]=[C:28]([Cl:30])[CH:27]=[CH:26][C:19]=1[O:20][C@@H:21]([CH3:25])[C:22]([OH:24])=[O:23])(O)O.